Predict the product of the given reaction. From a dataset of Forward reaction prediction with 1.9M reactions from USPTO patents (1976-2016). (1) Given the reactants [Br:1][C:2]1[C:3]([C:12]2[O:13][CH:14]=[CH:15][CH:16]=2)=[N:4][C:5]([NH2:11])=[N:6][C:7]=1[S:8]([CH3:10])=O.C(S)[C:18]1[CH:23]=[CH:22][CH:21]=[CH:20][CH:19]=1.C1CCN2C(=NCCC2)CC1, predict the reaction product. The product is: [CH2:10]([S:8][C:7]1[C:2]([Br:1])=[C:3]([C:12]2[O:13][CH:14]=[CH:15][CH:16]=2)[N:4]=[C:5]([NH2:11])[N:6]=1)[C:18]1[CH:23]=[CH:22][CH:21]=[CH:20][CH:19]=1. (2) Given the reactants [CH3:1][O:2][C:3](=[O:13])[C:4]1[CH:9]=[CH:8][C:7]([OH:10])=[C:6]([F:11])[C:5]=1[F:12].[Na+].[I-].C([O-])([O-])=O.[K+].[K+].Br[CH2:23][CH:24]1[CH2:26][CH2:25]1, predict the reaction product. The product is: [CH3:1][O:2][C:3](=[O:13])[C:4]1[CH:9]=[CH:8][C:7]([O:10][CH2:23][CH:24]2[CH2:26][CH2:25]2)=[C:6]([F:11])[C:5]=1[F:12]. (3) The product is: [CH2:15]([OH:18])[CH3:14].[CH3:4][CH2:13][CH2:8][CH2:9][CH2:10][CH2:11][CH3:12]. Given the reactants Cl.N([C:4]1[C:13]2[C:8](=[CH:9][CH:10]=[CH:11][CH:12]=2)C=NN=1)N.[CH3:14][C:15](=[O:18])CC, predict the reaction product. (4) The product is: [C:1]([O:5][C:6]([N:8]1[C:16]2[C:11](=[CH:12][CH:13]=[C:14]([N+:17]([O-:19])=[O:18])[CH:15]=2)[C:10]([C:28]2[CH:29]=[CH:30][C:25]([S:22]([CH3:21])(=[O:24])=[O:23])=[CH:26][CH:27]=2)=[N:9]1)=[O:7])([CH3:4])([CH3:3])[CH3:2]. Given the reactants [C:1]([O:5][C:6]([N:8]1[C:16]2[C:11](=[CH:12][CH:13]=[C:14]([N+:17]([O-:19])=[O:18])[CH:15]=2)[C:10](I)=[N:9]1)=[O:7])([CH3:4])([CH3:3])[CH3:2].[CH3:21][S:22]([C:25]1[CH:30]=[CH:29][C:28](B(O)O)=[CH:27][CH:26]=1)(=[O:24])=[O:23], predict the reaction product. (5) Given the reactants [Cl:1][C:2]1[CH:7]=[CH:6][C:5]([CH:8]2[CH2:13][CH:12]([C:14]([O:16]C)=[O:15])[CH2:11][CH2:10][N:9]2[C:18]([O:20][CH3:21])=[O:19])=[CH:4][C:3]=1[F:22].[Br-].[Li+].C(N(CC)CC)C.CC(OC)(C)C, predict the reaction product. The product is: [Cl:1][C:2]1[CH:7]=[CH:6][C:5]([CH:8]2[CH2:13][CH:12]([C:14]([OH:16])=[O:15])[CH2:11][CH2:10][N:9]2[C:18]([O:20][CH3:21])=[O:19])=[CH:4][C:3]=1[F:22]. (6) Given the reactants [Cl:1][C:2]1[C:3]2[CH:13]=[CH:12][CH:11]=[CH:10][C:4]=2[S:5][C:6]=1[CH2:7][CH:8]=[O:9].[C:14]([Mg]Br)#[CH:15], predict the reaction product. The product is: [Cl:1][C:2]1[C:3]2[CH:13]=[CH:12][CH:11]=[CH:10][C:4]=2[S:5][C:6]=1[CH2:7][CH:8]([OH:9])[C:14]#[CH:15]. (7) Given the reactants [CH2:1]([O:8][C:9]1[CH:10]=[C:11](Br)[CH:12]=[CH:13][CH:14]=1)[C:2]1[CH:7]=[CH:6][CH:5]=[CH:4][CH:3]=1.[C:16]([C:18]1[CH:19]=[C:20](B(O)O)[CH:21]=[CH:22][CH:23]=1)#[N:17].[OH-].[Ba+2].[OH-].COCCOC, predict the reaction product. The product is: [CH2:1]([O:8][C:9]1[CH:10]=[C:11]([C:22]2[CH:23]=[C:18]([CH:19]=[CH:20][CH:21]=2)[C:16]#[N:17])[CH:12]=[CH:13][CH:14]=1)[C:2]1[CH:7]=[CH:6][CH:5]=[CH:4][CH:3]=1.